Dataset: Catalyst prediction with 721,799 reactions and 888 catalyst types from USPTO. Task: Predict which catalyst facilitates the given reaction. (1) Reactant: [CH:1]([CH:4]1[CH2:9][NH:8][C:7]2[CH:10]=[CH:11][CH:12]=[C:13]([CH:14]([CH3:16])[CH3:15])[C:6]=2[O:5]1)([CH3:3])[CH3:2].C(N(CC)CC)C.[CH3:24][O:25][C:26](=[O:32])/[CH:27]=[CH:28]\[C:29](Cl)=[O:30].O. Product: [CH3:24][O:25][C:26](=[O:32])/[CH:27]=[CH:28]\[C:29]([N:8]1[C:7]2[CH:10]=[CH:11][CH:12]=[C:13]([CH:14]([CH3:16])[CH3:15])[C:6]=2[O:5][CH:4]([CH:1]([CH3:3])[CH3:2])[CH2:9]1)=[O:30]. The catalyst class is: 22. (2) Reactant: [Si:1]([O:8][CH2:9][C@@H:10]([NH2:15])[CH2:11][CH:12]([CH3:14])[CH3:13])([C:4]([CH3:7])([CH3:6])[CH3:5])([CH3:3])[CH3:2].C(O[CH:19](O)[CH:20]([F:22])[F:21])C. Product: [Si:1]([O:8][CH2:9][C@@H:10](/[N:15]=[CH:19]\[CH:20]([F:22])[F:21])[CH2:11][CH:12]([CH3:13])[CH3:14])([C:4]([CH3:7])([CH3:6])[CH3:5])([CH3:3])[CH3:2]. The catalyst class is: 48. (3) Reactant: C1C2C(COC(=O)[NH:17][CH2:18][CH2:19][O:20][CH2:21][CH2:22][NH:23][C:24]([C:26]3[CH:50]=[CH:49][C:29]4[N:30]([CH3:48])[C:31]([NH:33][C:34]5[S:35][C:36]6[CH:42]=[C:41]([O:43][C:44]([F:47])([F:46])[F:45])[CH:40]=[CH:39][C:37]=6[N:38]=5)=[N:32][C:28]=4[CH:27]=3)=[O:25])C3C(=CC=CC=3)C=2C=CC=1.N1CCCCC1. Product: [NH2:17][CH2:18][CH2:19][O:20][CH2:21][CH2:22][NH:23][C:24]([C:26]1[CH:50]=[CH:49][C:29]2[N:30]([CH3:48])[C:31]([NH:33][C:34]3[S:35][C:36]4[CH:42]=[C:41]([O:43][C:44]([F:45])([F:46])[F:47])[CH:40]=[CH:39][C:37]=4[N:38]=3)=[N:32][C:28]=2[CH:27]=1)=[O:25]. The catalyst class is: 3.